This data is from Full USPTO retrosynthesis dataset with 1.9M reactions from patents (1976-2016). The task is: Predict the reactants needed to synthesize the given product. (1) Given the product [CH3:1][N:2]1[C:10]2[C:5](=[CH:6][CH:7]=[CH:8][CH:9]=2)[C:4]([C:11]2[C:12](=[O:24])[NH:13][C:14](=[O:23])[C:15]=2[C:16]2[CH:21]=[CH:20][CH:19]=[C:18]([NH:22][CH:29]3[CH2:30][O:31][C:26]([CH3:33])([CH3:25])[O:27][CH2:28]3)[CH:17]=2)=[CH:3]1, predict the reactants needed to synthesize it. The reactants are: [CH3:1][N:2]1[C:10]2[C:5](=[CH:6][CH:7]=[CH:8][CH:9]=2)[C:4]([C:11]2[C:12](=[O:24])[NH:13][C:14](=[O:23])[C:15]=2[C:16]2[CH:21]=[CH:20][CH:19]=[C:18]([NH2:22])[CH:17]=2)=[CH:3]1.[CH3:25][C:26]1([CH3:33])[O:31][CH2:30][C:29](=O)[CH2:28][O:27]1.[BH3-]C#N.[Na+]. (2) Given the product [CH:1]1([CH2:4][C:5](=[O:22])[C:11]([O:13][CH2:14][CH3:15])=[O:12])[CH2:3][CH2:2]1, predict the reactants needed to synthesize it. The reactants are: [CH:1]1([CH2:4][C:5]2([C:11]([O:13][CH2:14][CH3:15])=[O:12])SCCCS2)[CH2:3][CH2:2]1.BrN1C(=[O:22])CCC1=O.